This data is from Full USPTO retrosynthesis dataset with 1.9M reactions from patents (1976-2016). The task is: Predict the reactants needed to synthesize the given product. The reactants are: [NH2:1][C:2]1[CH:10]=[CH:9][CH:8]=[C:7]([F:11])[C:3]=1[C:4]([NH2:6])=[O:5].[CH2:12](OC(OCC)OCC)C. Given the product [F:11][C:7]1[CH:8]=[CH:9][CH:10]=[C:2]2[C:3]=1[C:4](=[O:5])[NH:6][CH:12]=[N:1]2, predict the reactants needed to synthesize it.